From a dataset of Full USPTO retrosynthesis dataset with 1.9M reactions from patents (1976-2016). Predict the reactants needed to synthesize the given product. (1) Given the product [NH:50]1[CH:49]=[C:48]([CH2:47][CH2:46][NH:45][C:14]([C:6]2[CH:5]=[CH:4][C:3]3[C:8](=[C:9]([OH:13])[C:10]([Cl:12])=[CH:11][C:2]=3[Cl:1])[N:7]=2)=[O:16])[N:52]=[CH:51]1, predict the reactants needed to synthesize it. The reactants are: [Cl:1][C:2]1[CH:11]=[C:10]([Cl:12])[C:9]([OH:13])=[C:8]2[C:3]=1[CH:4]=[CH:5][C:6]([C:14]([OH:16])=O)=[N:7]2.C1(N=C=NC2CCCCC2)CCCCC1.O.ON1C2C=CC=CC=2N=N1.Cl.Cl.[NH2:45][CH2:46][CH2:47][C:48]1[N:52]=[CH:51][NH:50][CH:49]=1. (2) Given the product [CH3:6][CH:8]([CH3:18])[CH2:9][C:10]([C:13]([F:14])([F:15])[F:16])([OH:17])[CH3:11], predict the reactants needed to synthesize it. The reactants are: FC1C=CC(O)=[C:6]([C:8](C)([CH3:18])[CH2:9][C:10]([OH:17])([C:13]([F:16])([F:15])[F:14])[CH:11]=O)C=1.NC1C=C2C(=CC=1)N(C1C=C(C)C=C(C)C=1)C=C2. (3) Given the product [CH2:12]([O:11][C:9]([C:8]1[C:3]([NH:36][C:31]2[CH:32]=[CH:33][CH:34]=[CH:35][C:30]=2[S:27]([CH3:26])(=[O:29])=[O:28])=[N:4][C:5]([NH:14][C:15]2[CH:20]=[C:19]([O:21][CH3:22])[CH:18]=[C:17]([O:23][CH3:24])[CH:16]=2)=[N:6][CH:7]=1)=[O:10])[CH3:13], predict the reactants needed to synthesize it. The reactants are: [Cl-].Cl[C:3]1[C:8]([C:9]([O:11][CH2:12][CH3:13])=[O:10])=[CH:7][NH+:6]=[C:5]([NH:14][C:15]2[CH:20]=[C:19]([O:21][CH3:22])[CH:18]=[C:17]([O:23][CH3:24])[CH:16]=2)[N:4]=1.[Cl-].[CH3:26][S:27]([C:30]1[CH:35]=[CH:34][CH:33]=[CH:32][C:31]=1[NH3+:36])(=[O:29])=[O:28].Cl. (4) Given the product [CH:52]1([NH:51][C:55]([CH:35]2[CH2:34][CH2:33][N:38]([C:21]([C:6]3[CH:7]=[C:8]4[C:3](=[CH:4][CH:5]=3)[N:2]([CH3:1])[C:14]3[CH2:13][CH2:12][CH:11]([CH:15]5[CH2:20][CH2:19][O:18][CH2:17][CH2:16]5)[CH2:10][C:9]4=3)=[O:23])[CH2:37][CH2:36]2)=[O:61])[CH2:53][CH2:54]1, predict the reactants needed to synthesize it. The reactants are: [CH3:1][N:2]1[C:14]2[CH2:13][CH2:12][CH:11]([CH:15]3[CH2:20][CH2:19][O:18][CH2:17][CH2:16]3)[CH2:10][C:9]=2[C:8]2[C:3]1=[CH:4][CH:5]=[C:6]([C:21]([OH:23])=O)[CH:7]=2.CN(C(ON1N=N[C:34]2[CH:35]=[CH:36][CH:37]=[N:38][C:33]1=2)=[N+](C)C)C.F[P-](F)(F)(F)(F)F.C([N:51]([CH2:55]C)[CH:52]([CH3:54])[CH3:53])(C)C.CN(C=[O:61])C. (5) Given the product [Cl:18][C:7]1[N:6]=[C:5]2[C:10]([N:11]=[C:3]([CH2:2][N:29]3[CH2:30][CH2:31][CH:26]([N:23]4[CH2:24][CH2:25][O:20][CH2:21][CH2:22]4)[CH2:27][CH2:28]3)[N:4]2[CH3:19])=[C:9]([N:12]2[CH2:17][CH2:16][O:15][CH2:14][CH2:13]2)[N:8]=1, predict the reactants needed to synthesize it. The reactants are: Br[CH2:2][C:3]1[N:4]([CH3:19])[C:5]2[C:10]([N:11]=1)=[C:9]([N:12]1[CH2:17][CH2:16][O:15][CH2:14][CH2:13]1)[N:8]=[C:7]([Cl:18])[N:6]=2.[O:20]1[CH2:25][CH2:24][N:23]([CH:26]2[CH2:31][CH2:30][NH:29][CH2:28][CH2:27]2)[CH2:22][CH2:21]1.CCN(C(C)C)C(C)C. (6) Given the product [CH3:9][O:10][C:11]1[CH:21]=[CH:20][C:14](/[CH:15]=[CH:16]/[C:17]([O:19][CH2:27][CH3:28])=[O:18])=[CH:13][CH:12]=1, predict the reactants needed to synthesize it. The reactants are: [Si](OI)(C)(C)C.[H-].[Na+].[CH3:9][O:10][C:11]1[CH:21]=[CH:20][C:14](/[CH:15]=[CH:16]/[C:17]([OH:19])=[O:18])=[CH:13][CH:12]=1.OS(O)(=O)=O.[CH3:27][CH2:28]O. (7) Given the product [Br:10][C:6]1[CH:5]=[C:4]([CH:2]([NH2:16])[CH3:1])[CH:9]=[CH:8][CH:7]=1, predict the reactants needed to synthesize it. The reactants are: [CH3:1][C:2]([C:4]1[CH:9]=[CH:8][CH:7]=[C:6]([Br:10])[CH:5]=1)=O.C(O)=O.C([NH2:16])=O. (8) Given the product [Br:39][CH2:40][C:41]1[CH:42]=[C:43]([CH:47]=[CH:48][CH:49]=1)[C:44]([NH:1][C:2]1[CH:23]=[CH:22][C:21]([N:24]2[CH2:29][CH2:28][CH2:27][CH2:26][CH2:25]2)=[CH:20][C:3]=1[C:4]([NH:6]/[N:7]=[CH:8]/[C:9]1[CH:14]=[CH:13][C:12]([Cl:15])=[C:11]([C:16]([F:19])([F:17])[F:18])[CH:10]=1)=[O:5])=[O:45], predict the reactants needed to synthesize it. The reactants are: [NH2:1][C:2]1[CH:23]=[CH:22][C:21]([N:24]2[CH2:29][CH2:28][CH2:27][CH2:26][CH2:25]2)=[CH:20][C:3]=1[C:4]([NH:6]/[N:7]=[CH:8]/[C:9]1[CH:14]=[CH:13][C:12]([Cl:15])=[C:11]([C:16]([F:19])([F:18])[F:17])[CH:10]=1)=[O:5].CCN(C(C)C)C(C)C.[Br:39][CH2:40][C:41]1[CH:42]=[C:43]([CH:47]=[CH:48][CH:49]=1)[C:44](Cl)=[O:45].